From a dataset of HIV replication inhibition screening data with 41,000+ compounds from the AIDS Antiviral Screen. Binary Classification. Given a drug SMILES string, predict its activity (active/inactive) in a high-throughput screening assay against a specified biological target. (1) The result is 0 (inactive). The molecule is CCOC(=O)C1=C(C)C2=Cc3c(C)c(C(=O)OCC)c(C)n3[Cu-3]3(n4c(C)c(C(=O)OCC)c(C)c4C=C4C(C)=C(C(=O)OCC)C(C)=[N+]43)[N+]2=C1C. (2) The compound is CC(C)=CCCC(C)C1=C(O)C(=O)C(C)=C(NC(C)c2ccccc2)C1=O. The result is 0 (inactive). (3) The drug is O=c1c(Cl)c(N2CCOCC2)cnn1-c1ccccc1. The result is 0 (inactive). (4) The compound is CCC=CCC=CCC=CCCCCCCCC(=O)OCC(COC1OC(CS(=O)(=O)O)C(O)C(O)C1O)OC(=O)CCCCCCCCCCCCCCC.[NaH]. The result is 0 (inactive). (5) The result is 0 (inactive). The compound is COc1ccc(CC2(O)C3CC4CCC2C4C3)cc1. (6) The compound is NC1(C(=O)O)CCCC1c1ccccc1. The result is 0 (inactive). (7) The compound is COc1cc(CC(C)N)cc(OC)c1.Cl. The result is 0 (inactive). (8) The compound is CC(C)C(=O)[OH+][Co-4](N)(N)(N)(N)[OH+]C(=O)C(C)C.[O-][Cl+3]([O-])([O-])O. The result is 0 (inactive).